From a dataset of Experimentally validated miRNA-target interactions with 360,000+ pairs, plus equal number of negative samples. Binary Classification. Given a miRNA mature sequence and a target amino acid sequence, predict their likelihood of interaction. (1) The miRNA is hsa-miR-26b-5p with sequence UUCAAGUAAUUCAGGAUAGGU. The protein sequence of the target gene is MQGLLFSTLLLAGLAQFCCRVQGTGPLDTTPEGRPGEVSDAPQRKQFCHWPCKCPQQKPRCPPGVSLVRDGCGCCKICAKQPGEICNEADLCDPHKGLYCDYSVDRPRYETGVCAYLVAVGCEFNQVHYHNGQVFQPNPLFSCLCVSGAIGCTPLFIPKLAGSHCSGAKGGKKSDQSNCSLEPLLQQLSTSYKTMPAYRNLPLIWKKKCLVQATKWTPCSRTCGMGISNRVTNENSNCEMRKEKRLCYIQPCDSNILKTIKIPKGKTCQPTFQLSKAEKFVFSGCSSTQSYKPTFCGICL.... Result: 1 (interaction). (2) The miRNA is hsa-miR-4261 with sequence AGGAAACAGGGACCCA. The protein sequence of the target gene is MEEEKDDSPQLTGIAVGALLALALVGVLILFMFRRLRQFRQAQPTPQYRFRKRDKVMFYGRKIMRKVTTLPNTLVENTALPRQRARKRTKVLSLAKRILRFKKEYPALQPKEPPPSLLEADLTEFDVKNSHLPSEVLYMLKNVRVLGHFEKPLFLELCKHIVFVQLQEGEHVFQPREPDPSICVVQDGRLEVCIQDTDGTEVVVKEVLAGDSVHSLLSILDIITGHAAPYKTVSVRAAIPSTILRLPAAAFHGVFEKYPETLVRVVQIIMVRLQRVTFLALHNYLGLTTELFNAESQAIP.... Result: 0 (no interaction). (3) The miRNA is mmu-miR-30a-5p with sequence UGUAAACAUCCUCGACUGGAAG. The protein sequence of the target gene is MFSCVKPYEDQNYSALRRDCRRRKVLFEDPLFPATDDSLYYKGTPGPAVRWKRPKGICEDPRLFVDGISSHDLHQGQVGNCWFVAACSSLASRESLWQKVIPDWKEQEWDPEKPNAYAGIFHFHFWRFGEWVDVVIDDRLPTVNNQLIYCHSNSRNEFWCALVEKAYAKLAGCYQALDGGNTADALVDFTGGVSEPIDLTEGDFANDETKRNQLFERMLKVHSRGGLISASIKAVTAADMEARLACGLVKGHAYAVTDVRKVRLGHGLLAFFKSEKLDMIRLRNPWGEREWNGPWSDTSE.... Result: 0 (no interaction). (4) The miRNA is hsa-miR-548ay-3p with sequence CAAAACCGCGAUUACUCUUGCA. The protein sequence of the target gene is MPTWGARPASPDRFAVSAEAENKVREQQPHVERIFSVGVSVLPKDCPDNPHIWLQLEGPKENASRAKEYLKGLCSPELQDEIHYPPKLHCIFLGAQGFFLDCLAWSTSAHLVPRAPGSLMISGLTEAFVMAQSRVEELAERLSWDFTPGPSSGASQCTGVLRDFSALLQSPGDAHREALLQLPLAVQEELLSLVQEASSGQGPGALASWEGRSSALLGAQCQGVRAPPSDGRESLDTGSMGPGDCRGARGDTYAVEKEGGKQGGPREMDWGWKELPGEEAWEREVALRPQSVGGGARESA.... Result: 0 (no interaction). (5) The miRNA is hsa-miR-4797-5p with sequence GACAGAGUGCCACUUACUGAA. The protein sequence of the target gene is MAAAALRDPAQVPVAADLLTDHEEGYVTFEDVAVYFSQEEWRLLDDAQRLLYRNVMLENFTLLASLGLASSKTHEITQLESWEEPFMPAWEVVTSAIPRGCWHGAEAEEAPEQIASVGLLSSNIQQHQKQHCGEKPLKRQEGRVPVLRSCKVHLSEKSLQSREVGKALLISSGVLKHQVTHTGEKSHRSSKSREAFHAGKRHYKCSECGKAFGQKYLLVQHQRLHAGKKTYECSECGKLFRDMSNLFIHQIVHTGERPYGCSNCGKSFSRNAHLIEHQRVHTGEKPFTCSECGKAFRHNS.... Result: 1 (interaction). (6) The miRNA is hsa-miR-1306-3p with sequence ACGUUGGCUCUGGUGGUG. The protein sequence of the target gene is MTRQSLWDVSDTDVEDGEIRINVGGFKRRLRSHTLLRFPETRLGRLLLCHSREAILELCDDYDDVQREFYFDRNPELFPYVLHFYHTGKLHVMAELCVFSFSQEIEYWGINEFFIDSCCSYSYHGRKVEPEQEKWDEQSDQESTTSSFDEILAFYNDASKFDGQPLGNFRRQLWLALDNPGYSVLSRVFSVLSILVVLGSIITMCLNSLPDFQIPDSQGNPGEDPRFEIVEHFGIAWFTFELVARFAVAPDFLKFFKNALNLIDLMSIVPFYITLVVNLVVESSPTLANLGRVAQVLRLM.... Result: 0 (no interaction). (7) The miRNA is hsa-miR-3657 with sequence UGUGUCCCAUUAUUGGUGAUU. The protein sequence of the target gene is MEKEETTRELLLPNWQGSGSHGLTIAQRDDGVFVQEVTQNSPAARTGVVKEGDQIVGATIYFDNLQSGEVTQLLNTMGHHTVGLKLHRKGDRSPEPGQTWTREVFSSCSSEVVLSGDDEEYQRIYTTKIKPRLKSEDGVEGDLGETQSRTITVTRRVTAYTVDVTGREGAKDIDISSPEFKIKIPRHELTEISNVDVETQSGKTVIRLPSGSGAASPTGSAVDIRAGAISASGPELQGAGHSKLQVTMPGIKVGGSGVNVNAKGLDLGGRGGVQVPAVDISSSLGGRAVEVQGPSLESGD.... Result: 0 (no interaction).